From a dataset of Catalyst prediction with 721,799 reactions and 888 catalyst types from USPTO. Predict which catalyst facilitates the given reaction. Reactant: Cl.O1CCOCC1.[CH2:8]([O:15][C:16]1[CH:23]=[CH:22][C:19]([C:20]#[N:21])=[CH:18][C:17]=1[C:24]#[N:25])[C:9]1[CH:14]=[CH:13][CH:12]=[CH:11][CH:10]=1.C(N)(=[S:28])C. Product: [CH2:8]([O:15][C:16]1[CH:23]=[CH:22][C:19]([C:20](=[S:28])[NH2:21])=[CH:18][C:17]=1[C:24]#[N:25])[C:9]1[CH:10]=[CH:11][CH:12]=[CH:13][CH:14]=1. The catalyst class is: 3.